This data is from Forward reaction prediction with 1.9M reactions from USPTO patents (1976-2016). The task is: Predict the product of the given reaction. (1) Given the reactants [Cl:1][C:2]1[CH:18]=[CH:17][C:16]([C@H:19]2[C@H:24]([O:25]CC3C=CC=CC=3)[C@@H:23]([O:33]CC3C=CC=CC=3)[C@H:22]([O:41]CC3C=CC=CC=3)[C@@H:21]([CH2:49][O:50]CC3C=CC=CC=3)[S:20]2)=[CH:15][C:3]=1[CH2:4][C:5]1[CH:14]=[CH:13][C:8]2[O:9][CH2:10][CH2:11][O:12][C:7]=2[CH:6]=1.B(Cl)(Cl)Cl, predict the reaction product. The product is: [Cl:1][C:2]1[CH:18]=[CH:17][C:16]([C@H:19]2[C@H:24]([OH:25])[C@@H:23]([OH:33])[C@H:22]([OH:41])[C@@H:21]([CH2:49][OH:50])[S:20]2)=[CH:15][C:3]=1[CH2:4][C:5]1[CH:14]=[CH:13][C:8]2[O:9][CH2:10][CH2:11][O:12][C:7]=2[CH:6]=1. (2) The product is: [Br:1][C:2]1[CH:3]=[C:4]([N:13]([CH:14]([CH3:16])[CH3:15])[CH3:17])[C:5]([CH3:12])=[C:6]([CH:11]=1)[C:7]([O:9][CH3:10])=[O:8]. Given the reactants [Br:1][C:2]1[CH:3]=[C:4]([NH:13][CH:14]([CH3:16])[CH3:15])[C:5]([CH3:12])=[C:6]([CH:11]=1)[C:7]([O:9][CH3:10])=[O:8].[C:17]([O-])([O-])=O.[Cs+].[Cs+].CI, predict the reaction product. (3) Given the reactants [NH:1]1[C:9]2[C:4](=[CH:5][CH:6]=[C:7]([C:10]([OH:12])=[O:11])[CH:8]=2)[CH:3]=[CH:2]1.[H-].[Na+].[CH3:15]I.[OH-].[K+], predict the reaction product. The product is: [CH3:15][N:1]1[C:9]2[C:4](=[CH:5][CH:6]=[C:7]([C:10]([OH:12])=[O:11])[CH:8]=2)[CH:3]=[CH:2]1. (4) Given the reactants [Cl:1][C:2]1[CH:7]=[C:6](Cl)[N:5]=[CH:4][C:3]=1[C:9]([C:11]1[CH:16]=[CH:15][C:14]([F:17])=[CH:13][CH:12]=1)=[O:10].[CH2:18]([NH:20][C:21](=[O:39])[C:22]1[CH:27]=[C:26](B2OC(C)(C)C(C)(C)O2)[C:25]([CH3:37])=[C:24]([F:38])[CH:23]=1)[CH3:19].C(=O)([O-])O.[Na+], predict the reaction product. The product is: [Cl:1][C:2]1[C:3]([C:9]([C:11]2[CH:16]=[CH:15][C:14]([F:17])=[CH:13][CH:12]=2)=[O:10])=[CH:4][N:5]=[C:6]([C:26]2[CH:27]=[C:22]([CH:23]=[C:24]([F:38])[C:25]=2[CH3:37])[C:21]([NH:20][CH2:18][CH3:19])=[O:39])[CH:7]=1.